From a dataset of Full USPTO retrosynthesis dataset with 1.9M reactions from patents (1976-2016). Predict the reactants needed to synthesize the given product. (1) Given the product [ClH:1].[CH2:3]([C:5]1([C:16]2[NH:17][CH:18]=[N:19][CH:20]=2)[CH2:6][C:7]2[C:12](=[CH:11][CH:10]=[CH:9][CH:8]=2)[CH2:13]1)[CH3:4], predict the reactants needed to synthesize it. The reactants are: [ClH:1].Cl.[CH2:3]([C:5]1([C:16]2[N:17]=[CH:18][NH:19][CH:20]=2)[C:13](=O)[C:12]2[C:7](=[CH:8][CH:9]=[CH:10][CH:11]=2)[C:6]1=O)[CH3:4].[H][H]. (2) Given the product [ClH:12].[Cl:12][CH2:8][CH2:7][C@H:3]1[CH2:4][CH2:5][CH2:6][N:2]1[CH3:1], predict the reactants needed to synthesize it. The reactants are: [CH3:1][N:2]1[CH2:6][CH2:5][CH2:4][C@@H:3]1[CH2:7][CH2:8]O.S(Cl)([Cl:12])=O. (3) Given the product [CH:1]1([C:11]2[N:20]([C:14]3[CH:15]=[CH:16][CH:17]=[CH:18][CH:19]=3)[C:21](=[S:24])[NH:22][N:23]=2)[C:10]2[C:5](=[CH:6][CH:7]=[CH:8][CH:9]=2)[CH2:4][CH2:3][O:2]1, predict the reactants needed to synthesize it. The reactants are: [CH:1]1([C:11](O)=O)[C:10]2[C:5](=[CH:6][CH:7]=[CH:8][CH:9]=2)[CH2:4][CH2:3][O:2]1.[C:14]1([NH:20][C:21](=[S:24])[NH:22][NH2:23])[CH:19]=[CH:18][CH:17]=[CH:16][CH:15]=1. (4) Given the product [CH2:1]([N:3]1[C:7]2[CH:8]=[CH:9][C:10]([N:12]3[CH:27]=[N:39][N:38]=[N:37]3)=[CH:11][C:6]=2[N:5]=[C:4]1[CH2:13][C:14]1[N:15]([C:19]2[CH:24]=[C:23]([F:25])[CH:22]=[CH:21][C:20]=2[F:26])[N:16]=[CH:17][CH:18]=1)[CH3:2], predict the reactants needed to synthesize it. The reactants are: [CH2:1]([N:3]1[C:7]2[CH:8]=[CH:9][C:10]([NH2:12])=[CH:11][C:6]=2[N:5]=[C:4]1[CH2:13][C:14]1[N:15]([C:19]2[CH:24]=[C:23]([F:25])[CH:22]=[CH:21][C:20]=2[F:26])[N:16]=[CH:17][CH:18]=1)[CH3:2].[CH2:27](OC(OCC)OCC)C.[N-:37]=[N+:38]=[N-:39].[Na+].O.